Dataset: Full USPTO retrosynthesis dataset with 1.9M reactions from patents (1976-2016). Task: Predict the reactants needed to synthesize the given product. (1) Given the product [Br:18][C:4]1[CH:5]=[C:6]([C:10]2[CH:11]=[C:12]([CH:15]=[CH:16][CH:17]=2)[C:13]#[N:14])[C:7]([CH3:9])=[N:8][C:3]=1[O:2][CH3:1], predict the reactants needed to synthesize it. The reactants are: [CH3:1][O:2][C:3]1[N:8]=[C:7]([CH3:9])[C:6]([C:10]2[CH:11]=[C:12]([CH:15]=[CH:16][CH:17]=2)[C:13]#[N:14])=[CH:5][CH:4]=1.[Br:18]N1C(=O)CCC1=O. (2) Given the product [ClH:28].[ClH:28].[NH:31]=[C:44]([NH:43][CH2:41][CH2:16][S:17][CH2:18][C@@:19]([CH3:24])([C:21]([OH:23])=[O:22])[NH2:20])[CH3:45], predict the reactants needed to synthesize it. The reactants are: FC(F)(F)C(O)=O.CC(C)(OC(NC[CH2:16][S:17][CH2:18][C@@:19]([CH3:24])([C:21]([OH:23])=[O:22])[NH2:20])=O)C.[H-].[Na+].[ClH:28].C[C@@](C(O)=O)(CS)[NH2:31].CC(C)(O[C:41]([NH:43][CH2:44][CH2:45]Br)=O)C.Cl. (3) The reactants are: [CH3:1][O:2][C:3]1[CH:48]=[C:47]([O:49][CH3:50])[CH:46]=[CH:45][C:4]=1[CH2:5][NH:6][C:7]1[C:8]2[CH:15]=[CH:14][N:13]([C@H:16]3[C@@H:20]4[O:21][C:22]([CH3:25])([CH3:24])[O:23][C@@H:19]4[C@@H:18]([CH2:26][N:27]([CH:42]([CH3:44])[CH3:43])[CH2:28][CH2:29][CH2:30][N:31]4C(=O)C5C(=CC=CC=5)C4=O)[O:17]3)[C:9]=2[N:10]=[CH:11][N:12]=1.CO. Given the product [CH3:1][O:2][C:3]1[CH:48]=[C:47]([O:49][CH3:50])[CH:46]=[CH:45][C:4]=1[CH2:5][NH:6][C:7]1[C:8]2[CH:15]=[CH:14][N:13]([C@H:16]3[C@@H:20]4[O:21][C:22]([CH3:24])([CH3:25])[O:23][C@@H:19]4[C@@H:18]([CH2:26][N:27]([CH:42]([CH3:44])[CH3:43])[CH2:28][CH2:29][CH2:30][NH2:31])[O:17]3)[C:9]=2[N:10]=[CH:11][N:12]=1, predict the reactants needed to synthesize it. (4) Given the product [CH:9]1([CH:11]2[CH2:13][CH2:12]2)[CH2:10][CH:8]1[C:3]1[CH:4]=[CH:5][CH:6]=[CH:7][C:2]=1[NH2:14], predict the reactants needed to synthesize it. The reactants are: Br[C:2]1[CH:7]=[CH:6][CH:5]=[CH:4][C:3]=1[CH:8]1[CH2:10][CH:9]1[CH:11]1[CH2:13][CH2:12]1.[NH3:14]. (5) Given the product [C:1]([NH:11][CH:12]([CH2:13][CH2:14][C:15]([OH:17])=[O:16])[C:18]([OH:20])=[O:19])(=[O:9])[CH2:2][CH2:3][CH2:4][CH2:5][CH2:6][CH2:7][CH3:8], predict the reactants needed to synthesize it. The reactants are: [C:1](Br)(=[O:9])[CH2:2][CH2:3][CH2:4][CH2:5][CH2:6][CH2:7][CH3:8].[NH2:11][C@H:12]([C:18]([OH:20])=[O:19])[CH2:13][CH2:14][C:15]([OH:17])=[O:16].N1C=CC=CC=1.C(=O)=O. (6) Given the product [OH:8][C:9]1[CH:17]=[C:16]2[C:12]([C:13]([C:18](=[O:35])[CH:19]([NH:26][C:27]3[CH:32]=[CH:31][CH:30]=[C:29]([O:33][CH3:34])[CH:28]=3)[C:20]3[CH:21]=[CH:22][CH:23]=[CH:24][CH:25]=3)=[CH:14][NH:15]2)=[CH:11][CH:10]=1, predict the reactants needed to synthesize it. The reactants are: [Si]([O:8][C:9]1[CH:17]=[C:16]2[C:12]([C:13]([C:18](=[O:35])[CH:19]([NH:26][C:27]3[CH:32]=[CH:31][CH:30]=[C:29]([O:33][CH3:34])[CH:28]=3)[C:20]3[CH:25]=[CH:24][CH:23]=[CH:22][CH:21]=3)=[CH:14][NH:15]2)=[CH:11][CH:10]=1)(C(C)(C)C)(C)C.[F-].[Cs+]. (7) Given the product [Cl:1][CH2:2][C:3]1[S:23][C:7]([C:9]2[NH:13][N:12]=[CH:11][CH:10]=2)=[N:6][N:5]=1, predict the reactants needed to synthesize it. The reactants are: [Cl:1][CH2:2][C:3]([NH:5][NH:6][C:7]([C:9]1[NH:13][N:12]=[CH:11][CH:10]=1)=O)=O.COC1C=CC(P2(SP(C3C=CC(OC)=CC=3)(=S)S2)=[S:23])=CC=1. (8) The reactants are: [Br:1][C:2]1[CH:11]=[C:10]([N+:12]([O-])=O)[C:5]([NH:6][CH:7]2[CH2:9][CH2:8]2)=[C:4]([O:15][CH3:16])[CH:3]=1. Given the product [Br:1][C:2]1[CH:11]=[C:10]([NH2:12])[C:5]([NH:6][CH:7]2[CH2:9][CH2:8]2)=[C:4]([O:15][CH3:16])[CH:3]=1, predict the reactants needed to synthesize it. (9) Given the product [O:17]=[S:16]1(=[O:18])[CH2:15][CH2:14][CH:9]([NH:8][C:6](=[O:7])[O:5][C:1]([CH3:2])([CH3:3])[CH3:4])[C:10](=[O:12])[CH2:19]1, predict the reactants needed to synthesize it. The reactants are: [C:1]([O:5][C:6]([NH:8][C@@H:9]([CH2:14][CH2:15][S:16]([CH3:19])(=[O:18])=[O:17])[C:10]([O:12]C)=O)=[O:7])([CH3:4])([CH3:3])[CH3:2].C[Si]([N-][Si](C)(C)C)(C)C.[K+].[Cl-].[NH4+]. (10) Given the product [CH3:32][N:33]([CH3:34])[CH2:35][C:36]([N:38]1[C:46]2[C:41](=[CH:42][C:43]([O:48][CH3:49])=[C:44]([NH:47][C:2]3[N:3]4[C:4](=[N:21][C:22]5[C:23]([C:24]4=[O:25])=[C:27]([F:31])[CH:28]=[CH:29][CH:30]=5)[C:5]4[CH:10]=[CH:9][N:8]([S:11]([C:14]5[CH:19]=[CH:18][C:17]([CH3:20])=[CH:16][CH:15]=5)(=[O:12])=[O:13])[C:6]=4[N:7]=3)[CH:45]=2)[CH2:40][CH2:39]1)=[O:37], predict the reactants needed to synthesize it. The reactants are: Cl[C:2]1[N:3]=[C:4]([NH:21][C:22]2[CH:30]=[CH:29][CH:28]=[C:27]([F:31])[C:23]=2[C:24](N)=[O:25])[C:5]2[CH:10]=[CH:9][N:8]([S:11]([C:14]3[CH:19]=[CH:18][C:17]([CH3:20])=[CH:16][CH:15]=3)(=[O:13])=[O:12])[C:6]=2[N:7]=1.[CH3:32][N:33]([CH2:35][C:36]([N:38]1[C:46]2[C:41](=[CH:42][C:43]([O:48][CH3:49])=[C:44]([NH2:47])[CH:45]=2)[CH2:40][CH2:39]1)=[O:37])[CH3:34].Cl.ClCCl.